From a dataset of Forward reaction prediction with 1.9M reactions from USPTO patents (1976-2016). Predict the product of the given reaction. (1) Given the reactants [NH2:1][C:2]1[C:3]([NH:11][C@H:12]2[CH2:17][CH2:16][C@H:15]([CH2:18][C:19]#[N:20])[CH2:14][CH2:13]2)=[C:4]2[S:10][CH:9]=[CH:8][C:5]2=[N:6][CH:7]=1.C(O[C:24](OCC)(OCC)[CH2:25][CH3:26])C, predict the reaction product. The product is: [CH2:25]([C:26]1[N:11]([C@H:12]2[CH2:13][CH2:14][C@H:15]([CH2:18][C:19]#[N:20])[CH2:16][CH2:17]2)[C:3]2=[C:4]3[S:10][CH:9]=[CH:8][C:5]3=[N:6][CH:7]=[C:2]2[N:1]=1)[CH3:24]. (2) The product is: [NH2:17][C:14]1[CH:15]=[CH:16][C:6]2[C:5]3[C:10](=[CH:11][C:2]([OH:1])=[CH:3][CH:4]=3)[O:9][C:8](=[O:12])[C:7]=2[CH:13]=1. Given the reactants [OH:1][C:2]1[CH:11]=[C:10]2[C:5]([C:6]3[CH:16]=[CH:15][C:14]([N+:17]([O-])=O)=[CH:13][C:7]=3[C:8](=[O:12])[O:9]2)=[CH:4][CH:3]=1, predict the reaction product.